This data is from Full USPTO retrosynthesis dataset with 1.9M reactions from patents (1976-2016). The task is: Predict the reactants needed to synthesize the given product. (1) Given the product [ClH:1].[CH3:11][O:9][C:8]([C@@H:4]1[CH2:5][CH2:6][CH2:7][C@@H:3]1[NH2:2])=[O:10], predict the reactants needed to synthesize it. The reactants are: [ClH:1].[NH2:2][C@H:3]1[CH2:7][CH2:6][CH2:5][C@H:4]1[C:8]([OH:10])=[O:9].[CH3:11][Si](C=[N+]=[N-])(C)C. (2) Given the product [Cl:1][C:2]1[CH:3]=[C:4]([S:8]([N:11]2[CH:15]=[C:14]([CH2:16][NH:27][CH2:28][CH2:29][CH2:30][N:31]3[CH2:32][CH2:33][N:34]([CH3:37])[CH2:35][CH2:36]3)[CH:13]=[C:12]2[C:18]2[CH:23]=[CH:22][C:21]3[O:24][CH2:25][O:26][C:20]=3[CH:19]=2)(=[O:10])=[O:9])[CH:5]=[CH:6][CH:7]=1, predict the reactants needed to synthesize it. The reactants are: [Cl:1][C:2]1[CH:3]=[C:4]([S:8]([N:11]2[CH:15]=[C:14]([CH:16]=O)[CH:13]=[C:12]2[C:18]2[CH:23]=[CH:22][C:21]3[O:24][CH2:25][O:26][C:20]=3[CH:19]=2)(=[O:10])=[O:9])[CH:5]=[CH:6][CH:7]=1.[NH2:27][CH2:28][CH2:29][CH2:30][N:31]1[CH2:36][CH2:35][N:34]([CH3:37])[CH2:33][CH2:32]1.[BH-](OC(C)=O)(OC(C)=O)OC(C)=O.[Na+]. (3) The reactants are: Cl.Cl.[O:3]1[C:8]2=[CH:9][CH:10]=[CH:11][C:7]2=[CH:6][C:5]([CH:12]2[CH2:17][CH2:16][CH2:15][CH2:14][N:13]2[CH2:18][CH2:19][C@H:20]2[CH2:25][CH2:24][C@H:23]([NH2:26])[CH2:22][CH2:21]2)=[CH:4]1.[CH3:27][C:28]1[O:32][N:31]=[C:30]([C:33]2[CH:41]=[CH:40][C:36]([C:37](O)=[O:38])=[CH:35][CH:34]=2)[N:29]=1. Given the product [O:3]1[C:8]2=[CH:9][CH:10]=[CH:11][C:7]2=[CH:6][C:5]([CH:12]2[CH2:17][CH2:16][CH2:15][CH2:14][N:13]2[CH2:18][CH2:19][C@H:20]2[CH2:21][CH2:22][C@H:23]([NH:26][C:37](=[O:38])[C:36]3[CH:35]=[CH:34][C:33]([C:30]4[N:29]=[C:28]([CH3:27])[O:32][N:31]=4)=[CH:41][CH:40]=3)[CH2:24][CH2:25]2)=[CH:4]1, predict the reactants needed to synthesize it.